This data is from Full USPTO retrosynthesis dataset with 1.9M reactions from patents (1976-2016). The task is: Predict the reactants needed to synthesize the given product. (1) Given the product [NH:33]1[CH:37]=[C:36]([CH2:38][CH2:39][CH2:40][C:41]([NH:2][CH:3]2[CH2:4][CH2:5][N:6]([C:9]([O:11][CH2:12][C:13]3[CH:18]=[C:17]([C:19]([F:22])([F:20])[F:21])[CH:16]=[C:15]([CH3:23])[CH:14]=3)=[O:10])[CH2:7][CH2:8]2)=[O:42])[N:35]=[N:34]1, predict the reactants needed to synthesize it. The reactants are: Cl.[NH2:2][CH:3]1[CH2:8][CH2:7][N:6]([C:9]([O:11][CH2:12][C:13]2[CH:18]=[C:17]([C:19]([F:22])([F:21])[F:20])[CH:16]=[C:15]([CH3:23])[CH:14]=2)=[O:10])[CH2:5][CH2:4]1.CCN(C(C)C)C(C)C.[NH:33]1[CH:37]=[C:36]([CH2:38][CH2:39][CH2:40][C:41](Cl)=[O:42])[N:35]=[N:34]1. (2) Given the product [C:1]1(=[O:20])[C:13]2[C:5]([C:6]3[C:11]([CH:12]=2)=[CH:10][CH:9]=[CH:8][CH:7]=3)=[CH:4][CH:3]=[CH:2]1, predict the reactants needed to synthesize it. The reactants are: [CH:1]1[C:13]2[C:12](=O)[C:11]3[C:6](=[CH:7][CH:8]=[CH:9][CH:10]=3)[C:5]=2[C:4](C(Cl)=O)=[CH:3][CH:2]=1.C(O)C[O:20]CCO.C(N(CC)CC)C. (3) Given the product [Br:1][C:2]1[CH:3]=[C:4]([NH2:11])[S:5][C:6]=1[CH2:7][CH2:8][CH2:9][CH3:10], predict the reactants needed to synthesize it. The reactants are: [Br:1][C:2]1[CH:3]=[C:4]([NH:11]C(=O)OC(C)(C)C)[S:5][C:6]=1[CH2:7][CH2:8][CH2:9][CH3:10].FC(F)(F)C(O)=O. (4) Given the product [CH2:9]([O:8][C:1]([C:24]1[C:23]([OH:30])=[C:22]([CH3:31])[C:21](=[O:20])[N:34]([CH3:33])[CH:25]=1)=[O:5])[CH3:10], predict the reactants needed to synthesize it. The reactants are: [CH:1]([O:8][CH2:9][CH3:10])([O:5]CC)OCC.C(OC(=O)C)(=O)C.C([O:20][C:21](=O)[CH:22]([CH3:31])[C:23](=[O:30])[CH2:24][C:25](OCC)=O)C.[CH3:33][NH2:34]. (5) Given the product [NH2:2][C:1]1[S:11][CH:12]=[CH:13][C:3]=1[C:4]([O:6][C:7]([CH3:10])([CH3:9])[CH3:8])=[O:5], predict the reactants needed to synthesize it. The reactants are: [C:1]([CH2:3][C:4]([O:6][C:7]([CH3:10])([CH3:9])[CH3:8])=[O:5])#[N:2].[SH:11][CH2:12][C:13](OC)=O.C(N(CC)CC)C.O. (6) Given the product [CH2:26]([NH:30][C:20](=[O:22])[C:19]1[CH:23]=[CH:24][CH:25]=[C:17]([C:16]2[N:11]3[N:10]=[CH:9][C:8]([C:6]([C:2]4[S:1][CH:5]=[CH:4][CH:3]=4)=[O:7])=[C:12]3[N:13]=[CH:14][CH:15]=2)[CH:18]=1)[CH2:27][CH2:28][CH3:29], predict the reactants needed to synthesize it. The reactants are: [S:1]1[CH:5]=[CH:4][CH:3]=[C:2]1[C:6]([C:8]1[CH:9]=[N:10][N:11]2[C:16]([C:17]3[CH:18]=[C:19]([CH:23]=[CH:24][CH:25]=3)[C:20]([OH:22])=O)=[CH:15][CH:14]=[N:13][C:12]=12)=[O:7].[CH2:26]([NH2:30])[CH2:27][CH2:28][CH3:29]. (7) The reactants are: [NH:1]1[CH2:4][CH:3]([C:5]2[CH:26]=[CH:25][C:8]3[C:9]4[N:10]=[C:11]([C:17]5[N:18]([CH:22]([CH3:24])[CH3:23])[N:19]=[CH:20][N:21]=5)[S:12][C:13]=4[CH2:14][CH2:15][O:16][C:7]=3[CH:6]=2)[CH2:2]1.[C:27](O)(=[O:31])[C@H:28]([CH3:30])[OH:29]. Given the product [OH:29][C@@H:28]([CH3:30])[C:27]([N:1]1[CH2:4][CH:3]([C:5]2[CH:26]=[CH:25][C:8]3[C:9]4[N:10]=[C:11]([C:17]5[N:18]([CH:22]([CH3:24])[CH3:23])[N:19]=[CH:20][N:21]=5)[S:12][C:13]=4[CH2:14][CH2:15][O:16][C:7]=3[CH:6]=2)[CH2:2]1)=[O:31], predict the reactants needed to synthesize it.